Dataset: Forward reaction prediction with 1.9M reactions from USPTO patents (1976-2016). Task: Predict the product of the given reaction. (1) The product is: [CH3:3][O:4][CH2:5][O:6][CH:7]([C:9]1[CH:10]=[CH:11][C:12]([CH2:15][CH2:16][O:17][C:18]2[CH:31]=[CH:30][C:21]([CH2:22][CH:23]3[S:27][C:26](=[O:28])[NH:25][C:24]3=[O:29])=[CH:20][CH:19]=2)=[N:13][CH:14]=1)[CH3:8]. Given the reactants [BH4-].[Na+].[CH3:3][O:4][CH2:5][O:6][CH:7]([C:9]1[CH:10]=[CH:11][C:12]([CH2:15][CH2:16][O:17][C:18]2[CH:31]=[CH:30][C:21]([CH:22]=[C:23]3[S:27][C:26](=[O:28])[NH:25][C:24]3=[O:29])=[CH:20][CH:19]=2)=[N:13][CH:14]=1)[CH3:8].CC(=NO)C(C)=NO.O1CCCC1, predict the reaction product. (2) Given the reactants [Cl:1][C:2]1[CH:26]=[CH:25][C:5]([CH2:6][N:7]2[C:15]3[C:10](=[CH:11][C:12]([CH:16]=[C:17]4[S:21][C:20](SC)=[N:19][C:18]4=[O:24])=[CH:13][CH:14]=3)[CH:9]=[N:8]2)=[C:4]([C:27]([F:30])([F:29])[F:28])[CH:3]=1.[NH:31]1[CH2:35][CH2:34][CH:33]([C:36]([OH:38])=[O:37])[CH2:32]1, predict the reaction product. The product is: [Cl:1][C:2]1[CH:26]=[CH:25][C:5]([CH2:6][N:7]2[C:15]3[C:10](=[CH:11][C:12]([CH:16]=[C:17]4[S:21][C:20]([N:31]5[CH2:35][CH2:34][CH:33]([C:36]([OH:38])=[O:37])[CH2:32]5)=[N:19][C:18]4=[O:24])=[CH:13][CH:14]=3)[CH:9]=[N:8]2)=[C:4]([C:27]([F:28])([F:30])[F:29])[CH:3]=1. (3) Given the reactants C[Li].Br[C:4]1[C:9]([CH3:10])=[CH:8][C:7]([NH:11][C:12](=[O:18])[O:13][C:14]([CH3:17])([CH3:16])[CH3:15])=[CH:6][C:5]=1[CH3:19].[Li]C(C)(C)C.[F:25][C:26]1[CH:42]=[CH:41][C:29]([CH2:30][C:31]2[CH:32]=[C:33]([CH:36]=[CH:37][C:38]=2[O:39][CH3:40])[CH:34]=[O:35])=[CH:28][CH:27]=1.[NH4+].[Cl-], predict the reaction product. The product is: [F:25][C:26]1[CH:42]=[CH:41][C:29]([CH2:30][C:31]2[CH:32]=[C:33]([CH:34]([OH:35])[C:4]3[C:9]([CH3:10])=[CH:8][C:7]([NH:11][C:12](=[O:18])[O:13][C:14]([CH3:17])([CH3:16])[CH3:15])=[CH:6][C:5]=3[CH3:19])[CH:36]=[CH:37][C:38]=2[O:39][CH3:40])=[CH:28][CH:27]=1.